This data is from Reaction yield outcomes from USPTO patents with 853,638 reactions. The task is: Predict the reaction yield, written as a fraction of the theoretical maximum amount of product (1.0 means a 100% yield; for example, 0.34 means a 34% yield). (1) The reactants are [F:1][C:2]([F:21])([F:20])[C:3]1[CH:8]=[CH:7][C:6]([C:9]2[C:13]([C:14]3[CH:19]=[N:18][CH:17]=[CH:16][N:15]=3)=[CH:12][NH:11][N:10]=2)=[CH:5][CH:4]=1.[CH2:22]([CH:24]1[O:26][CH2:25]1)Cl.C(=O)([O-])[O-].[Cs+].[Cs+]. The product is [O:26]1[CH2:25][CH:24]1[CH2:22][N:11]1[CH:12]=[C:13]([C:14]2[CH:19]=[N:18][CH:17]=[CH:16][N:15]=2)[C:9]([C:6]2[CH:7]=[CH:8][C:3]([C:2]([F:20])([F:1])[F:21])=[CH:4][CH:5]=2)=[N:10]1. The catalyst is CN(C=O)C.CCOC(C)=O. The yield is 0.590. (2) The reactants are [CH3:1][O:2][C:3]([C@@H:5]1[CH2:7][C@H:6]1[C:8]([O:10]C)=[O:9])=[O:4].Cl. The catalyst is P([O-])([O-])([O-])=O. The product is [CH3:1][O:2][C:3]([C@@H:5]1[CH2:7][C@H:6]1[C:8]([OH:10])=[O:9])=[O:4]. The yield is 0.930. (3) The reactants are [CH2:1]([C:3]1[CH:11]=[C:10]([CH3:12])[C:9]([C:13]2[NH:17][C:16]3[CH2:18][O:19][CH2:20][CH:21]([CH3:22])[C:15]=3[N:14]=2)=[CH:8][C:4]=1[C:5](O)=[O:6])[CH3:2].Cl.[NH:24]1[CH2:29][CH2:28][CH:27]([C:30]2[CH:37]=[CH:36][C:33]([C:34]#[N:35])=[CH:32][CH:31]=2)[CH2:26][CH2:25]1.C(Cl)CCl. The catalyst is CN(C=O)C.C(Cl)Cl.CN(C)C1C=CN=CC=1. The product is [CH2:1]([C:3]1[CH:11]=[C:10]([CH3:12])[C:9]([C:13]2[NH:17][C:16]3[CH2:18][O:19][CH2:20][CH:21]([CH3:22])[C:15]=3[N:14]=2)=[CH:8][C:4]=1[C:5]([N:24]1[CH2:29][CH2:28][CH:27]([C:30]2[CH:37]=[CH:36][C:33]([C:34]#[N:35])=[CH:32][CH:31]=2)[CH2:26][CH2:25]1)=[O:6])[CH3:2]. The yield is 0.0700. (4) The yield is 0.670. The catalyst is O1CCCC1.[Cu]I. The product is [CH2:1]([C:8]1[C:9]2[C:16]([C:17]3[CH:22]=[CH:21][C:20]([F:23])=[CH:19][CH:18]=3)=[CH:15][S:14][C:10]=2[N:11]=[CH:12][N:13]=1)[CH2:2][CH:3]=[CH2:4]. The reactants are [CH2:1]([Mg]Br)[CH2:2][CH:3]=[CH2:4].Cl[C:8]1[C:9]2[C:16]([C:17]3[CH:22]=[CH:21][C:20]([F:23])=[CH:19][CH:18]=3)=[CH:15][S:14][C:10]=2[N:11]=[CH:12][N:13]=1. (5) The catalyst is C1COCC1.CO. The yield is 0.980. The reactants are [Cl:1][C:2]1[CH:3]=[C:4]([N:14]([CH3:21])[CH:15]2[CH2:20][CH2:19][O:18][CH2:17][CH2:16]2)[C:5]([O:12][CH3:13])=[C:6]([CH:11]=1)[C:7]([O:9]C)=[O:8].[OH-].[Na+].Cl. The product is [Cl:1][C:2]1[CH:3]=[C:4]([N:14]([CH3:21])[CH:15]2[CH2:20][CH2:19][O:18][CH2:17][CH2:16]2)[C:5]([O:12][CH3:13])=[C:6]([CH:11]=1)[C:7]([OH:9])=[O:8]. (6) The reactants are [CH:1]1([CH2:4][C:5]([OH:7])=O)[CH2:3][CH2:2]1.S(Cl)(Cl)=O.[NH:12]([C:14]1[CH:19]=[C:18]([N:20]2[CH2:25][CH2:24][CH:23]([C:26]3[CH:31]=[CH:30][CH:29]=[CH:28][CH:27]=3)[CH2:22][CH2:21]2)[N:17]=[CH:16][N:15]=1)[NH2:13]. The catalyst is O1CCOCC1.C(=O)([O-])[O-].[Na+].[Na+]. The product is [CH:1]1([CH2:4][C:5]([NH:13][NH:12][C:14]2[CH:19]=[C:18]([N:20]3[CH2:21][CH2:22][CH:23]([C:26]4[CH:31]=[CH:30][CH:29]=[CH:28][CH:27]=4)[CH2:24][CH2:25]3)[N:17]=[CH:16][N:15]=2)=[O:7])[CH2:2][CH2:3]1. The yield is 0.780.